Dataset: Full USPTO retrosynthesis dataset with 1.9M reactions from patents (1976-2016). Task: Predict the reactants needed to synthesize the given product. (1) The reactants are: [CH3:1][O:2][C:3](=[O:27])/[C:4](/[C:11]1[CH:16]=[CH:15][C:14]([N:17]2[C:21]([CH3:22])=[N:20][N:19]=[N:18]2)=[C:13]([C:23]([F:26])([F:25])[F:24])[CH:12]=1)=[CH:5]/[CH:6]1[CH2:10][CH2:9][CH2:8][CH2:7]1.[BH4-].[Na+]. Given the product [CH3:1][O:2][C:3](=[O:27])[CH:4]([C:11]1[CH:16]=[CH:15][C:14]([N:17]2[C:21]([CH3:22])=[N:20][N:19]=[N:18]2)=[C:13]([C:23]([F:25])([F:24])[F:26])[CH:12]=1)[CH2:5][CH:6]1[CH2:10][CH2:9][CH2:8][CH2:7]1, predict the reactants needed to synthesize it. (2) Given the product [NH2:38][C:28]1[C:29]2[C:34](=[CH:33][CH:32]=[C:31]([NH:35][C:15]([C:13]3[N:14]=[C:10]([C:5]4[CH:6]=[CH:7][CH:8]=[CH:9][C:4]=4[O:3][C:2]([F:23])([F:1])[F:22])[O:11][C:12]=3[C:18]([F:19])([F:21])[F:20])=[O:17])[CH:30]=2)[N:26]([CH2:24][CH3:25])[N:27]=1, predict the reactants needed to synthesize it. The reactants are: [F:1][C:2]([F:23])([F:22])[O:3][C:4]1[CH:9]=[CH:8][CH:7]=[CH:6][C:5]=1[C:10]1[O:11][C:12]([C:18]([F:21])([F:20])[F:19])=[C:13]([C:15]([OH:17])=O)[N:14]=1.[CH2:24]([N:26]1[C:34]2[C:29](=[CH:30][C:31]([N+:35]([O-])=O)=[CH:32][CH:33]=2)[C:28]([NH2:38])=[N:27]1)[CH3:25].NC1C2C(=CC=C(NC(C3N=C(C4C=CC=CC=4)OC=3C(F)(F)F)=O)C=2)N(CCC)N=1. (3) Given the product [CH2:1]([C:3]1[C:8]([OH:9])=[CH:7][C:6]([OH:10])=[C:5]([C:11](=[O:20])[C:12]2[CH:13]=[CH:14][C:15]([O:18][CH3:19])=[CH:16][CH:17]=2)[C:4]=1[CH2:21][C:22]([OH:24])=[O:23])[CH3:2], predict the reactants needed to synthesize it. The reactants are: [CH2:1]([C:3]1[C:8]([OH:9])=[CH:7][C:6]([OH:10])=[C:5]([C:11](=[O:20])[C:12]2[CH:17]=[CH:16][C:15]([O:18][CH3:19])=[CH:14][CH:13]=2)[C:4]=1[CH2:21][C:22]([O:24]C)=[O:23])[CH3:2].[OH-].[Na+].Cl. (4) Given the product [CH:23]1[C:18]2[C:23]3[C:18]([C:23]4[C:18]([C:19]=2[CH:20]=[CH:21][CH:22]=1)=[CH:19][CH:20]=[CH:21][CH:22]=4)=[CH:19][CH:20]=[C:21]1[C:22]=3[CH:23]=[CH:18][CH:19]=[CH:20]1, predict the reactants needed to synthesize it. The reactants are: COC=CC1(C2[C:18]3[C:23]([C:18]4[CH:19]=[CH:20][CH:21]=[CH:22][C:23]=4C=2)=[CH:22][CH:21]=[CH:20][CH:19]=3)C=CC=CC1.C(=O)([O-])[O-].[K+].[K+].